From a dataset of Catalyst prediction with 721,799 reactions and 888 catalyst types from USPTO. Predict which catalyst facilitates the given reaction. (1) Reactant: CC1(C)[O:6][CH:5]([CH2:7][CH2:8][O:9][C:10]2[CH:11]=[C:12]([CH2:26][N:27]([CH3:29])[CH3:28])[CH:13]=[C:14]([O:16][CH2:17][CH2:18][CH:19]3[CH2:23][O:22]C(C)(C)[O:20]3)[CH:15]=2)[CH2:4][O:3]1.Cl. Product: [CH3:28][N:27]([CH2:26][C:12]1[CH:11]=[C:10]([O:9][CH2:8][CH2:7][CH:5]([OH:6])[CH2:4][OH:3])[CH:15]=[C:14]([O:16][CH2:17][CH2:18][CH:19]([OH:20])[CH2:23][OH:22])[CH:13]=1)[CH3:29]. The catalyst class is: 5. (2) Reactant: C(OC([N:6]1[C:34]2[C:29](=[CH:30][CH:31]=[C:32]([Cl:35])[CH:33]=2)[C:8]2([CH:13]([C:14]3[CH:19]=[CH:18][CH:17]=[C:16]([Cl:20])[CH:15]=3)[CH2:12][C:11](=[O:21])[NH:10][CH:9]2[C:22]2[CH:27]=[CH:26][CH:25]=[C:24]([Cl:28])[CH:23]=2)[C:7]1=[O:36])=O)C.[OH-].[Na+]. Product: [Cl:35][C:32]1[CH:33]=[C:34]2[NH:6][C:7](=[O:36])[C:8]3([CH:13]([C:14]4[CH:19]=[CH:18][CH:17]=[C:16]([Cl:20])[CH:15]=4)[CH2:12][C:11](=[O:21])[NH:10][CH:9]3[C:22]3[CH:27]=[CH:26][CH:25]=[C:24]([Cl:28])[CH:23]=3)[C:29]2=[CH:30][CH:31]=1. The catalyst class is: 5. (3) Reactant: [Cl:1][C:2]1[N:6]2[CH:7]=[C:8]([C:15]3[CH:19]=[CH:18][O:17][CH:16]=3)[CH:9]=[C:10]([C:11]([F:14])([F:13])[F:12])[C:5]2=[N:4][C:3]=1[C:20]([OH:22])=O.[CH3:23][C@H:24]1[O:28][C:27](=[O:29])[N:26]([CH:30]2[CH2:35][CH2:34][NH:33][CH2:32][CH2:31]2)[C:25]1=[O:36].C(N(CC)C(C)C)(C)C.CN(C(ON1N=NC2C=CC=NC1=2)=[N+](C)C)C.F[P-](F)(F)(F)(F)F. Product: [Cl:1][C:2]1[N:6]2[CH:7]=[C:8]([C:15]3[CH:19]=[CH:18][O:17][CH:16]=3)[CH:9]=[C:10]([C:11]([F:12])([F:13])[F:14])[C:5]2=[N:4][C:3]=1[C:20]([N:33]1[CH2:32][CH2:31][CH:30]([N:26]2[C:25](=[O:36])[C@@H:24]([CH3:23])[O:28][C:27]2=[O:29])[CH2:35][CH2:34]1)=[O:22]. The catalyst class is: 31. (4) Reactant: [NH2:1][C:2]1[CH:10]=[CH:9][C:8]([Cl:11])=[CH:7][C:3]=1[C:4]([NH2:6])=[O:5].[OH-].[Na+].[CH2:14]1[CH2:18][O:17][CH2:16][CH2:15]1.C(Cl)(=O)CCC. Product: [C:16]([NH:1][C:2]1[CH:10]=[CH:9][C:8]([Cl:11])=[CH:7][C:3]=1[C:4]([NH2:6])=[O:5])(=[O:17])[CH2:15][CH2:14][CH3:18]. The catalyst class is: 13. (5) Reactant: [Cl:1][C:2]1[CH:3]=[CH:4][C:5]2[N:9]=[C:8]([S:10][CH2:11][C:12]3[CH:13]=[N:14][C:15]([C:18]([F:21])([F:20])[F:19])=[CH:16][CH:17]=3)[N:7]([C:22]3[CH:23]=[N:24][C:25]([O:28][CH3:29])=[CH:26][CH:27]=3)[C:6]=2[CH:30]=1.C(OCC)(=O)C.Cl. Product: [ClH:1].[Cl:1][C:2]1[CH:3]=[CH:4][C:5]2[N:9]=[C:8]([S:10][CH2:11][C:12]3[CH:13]=[N:14][C:15]([C:18]([F:20])([F:21])[F:19])=[CH:16][CH:17]=3)[N:7]([C:22]3[CH:23]=[N:24][C:25]([O:28][CH3:29])=[CH:26][CH:27]=3)[C:6]=2[CH:30]=1. The catalyst class is: 27. (6) Reactant: [CH:1]1([C:4]2[N:8]([C:9]3[CH:14]=[CH:13][CH:12]=[CH:11][CH:10]=3)[N:7]=[CH:6][CH:5]=2)[CH2:3][CH2:2]1.[I:15]N1C(=O)CCC1=O.C(#N)C. Product: [CH:1]1([C:4]2[N:8]([C:9]3[CH:14]=[CH:13][CH:12]=[CH:11][CH:10]=3)[N:7]=[CH:6][C:5]=2[I:15])[CH2:3][CH2:2]1. The catalyst class is: 13.